Dataset: Forward reaction prediction with 1.9M reactions from USPTO patents (1976-2016). Task: Predict the product of the given reaction. Given the reactants [Cl:1][C:2]1[CH:7]=[CH:6][C:5]([C:8](=[O:40])[CH2:9][CH:10]([C:33]2[CH:38]=[CH:37][C:36]([F:39])=[CH:35][CH:34]=2)[C:11]([NH:13][C@H:14]2[N:20]=[C:19]([C:21]3[CH:26]=[CH:25][CH:24]=[CH:23][CH:22]=3)[C:18]3[CH:27]=[CH:28][CH:29]=[CH:30][C:17]=3[N:16]([CH3:31])[C:15]2=[O:32])=[O:12])=[CH:4][CH:3]=1.[BH4-].[Na+], predict the reaction product. The product is: [Cl:1][C:2]1[CH:7]=[CH:6][C:5]([CH:8]([OH:40])[CH2:9][CH:10]([C:33]2[CH:34]=[CH:35][C:36]([F:39])=[CH:37][CH:38]=2)[C:11]([NH:13][C@H:14]2[N:20]=[C:19]([C:21]3[CH:26]=[CH:25][CH:24]=[CH:23][CH:22]=3)[C:18]3[CH:27]=[CH:28][CH:29]=[CH:30][C:17]=3[N:16]([CH3:31])[C:15]2=[O:32])=[O:12])=[CH:4][CH:3]=1.